From a dataset of TCR-epitope binding with 47,182 pairs between 192 epitopes and 23,139 TCRs. Binary Classification. Given a T-cell receptor sequence (or CDR3 region) and an epitope sequence, predict whether binding occurs between them. (1) The epitope is TFYLTNDVSFL. The TCR CDR3 sequence is CASSEPGTGSYEQYF. Result: 1 (the TCR binds to the epitope). (2) The TCR CDR3 sequence is CASSPMGSYNEQFF. Result: 1 (the TCR binds to the epitope). The epitope is SLVKPSFYV. (3) The epitope is KAYNVTQAF. The TCR CDR3 sequence is CASSYGGAAAAQYF. Result: 1 (the TCR binds to the epitope). (4) Result: 1 (the TCR binds to the epitope). The epitope is LLWNGPMAV. The TCR CDR3 sequence is CASSQTATTGPGSPLHF. (5) The epitope is ELAGIGILTV. The TCR CDR3 sequence is CASSFRSGGAPEQFF. Result: 1 (the TCR binds to the epitope). (6) The epitope is LQPFPQPELPYPQPQ. The TCR CDR3 sequence is CASSLVGQGQETQYF. Result: 0 (the TCR does not bind to the epitope). (7) The epitope is TVYDPLQPELDSFK. The TCR CDR3 sequence is CSVVTTSGRANEQFF. Result: 0 (the TCR does not bind to the epitope).